Dataset: Full USPTO retrosynthesis dataset with 1.9M reactions from patents (1976-2016). Task: Predict the reactants needed to synthesize the given product. (1) Given the product [C:38]([NH:37][C:19]1[CH:20]=[C:21]2[C:26](=[CH:27][C:18]=1[O:17][CH2:16][CH2:15][NH:14][C:13]([CH:9]1[CH2:10][CH2:11][CH2:12][N:8]1[C:6](=[O:5])[CH2:43][CH3:44])=[O:42])[N:25]=[CH:24][N:23]=[C:22]2[NH:28][C:29]1[CH:34]=[CH:33][C:32]([Br:35])=[CH:31][C:30]=1[F:36])(=[O:41])[CH:39]=[CH2:40], predict the reactants needed to synthesize it. The reactants are: C([O:5][C:6]([N:8]1[CH2:12][CH2:11][CH2:10][CH:9]1[C:13](=[O:42])[NH:14][CH2:15][CH2:16][O:17][C:18]1[CH:27]=[C:26]2[C:21]([C:22]([NH:28][C:29]3[CH:34]=[CH:33][C:32]([Br:35])=[CH:31][C:30]=3[F:36])=[N:23][CH:24]=[N:25]2)=[CH:20][C:19]=1[NH:37][C:38](=[O:41])[CH:39]=[CH2:40])=O)(C)(C)C.[C:43](O)(=O)[CH2:44]C. (2) Given the product [CH3:26][O:25][CH2:24][CH:23]([NH:22][C:20]([N:7]1[CH2:8][C:9](=[O:19])[NH:10][C:5]2[CH:4]=[CH:3][C:2]([C:51]3[CH:50]=[CH:4][CH:5]=[CH:6][N:7]=3)=[N:38][C:6]1=2)=[O:21])[C:27]1[CH:32]=[CH:31][C:30]([O:33][C:34]([F:37])([F:36])[F:35])=[CH:29][CH:28]=1, predict the reactants needed to synthesize it. The reactants are: Cl[C:2]1[CH:3]=[CH:4][C:5]2[N:10](COCC[Si](C)(C)C)[C:9](=[O:19])[CH2:8][N:7]([C:20]([NH:22][CH:23]([C:27]3[CH:32]=[CH:31][C:30]([O:33][C:34]([F:37])([F:36])[F:35])=[CH:29][CH:28]=3)[CH2:24][O:25][CH3:26])=[O:21])[C:6]=2[N:38]=1.C(=O)([O-])[O-].[Cs+].[Cs+].O.C(O[CH2:50][CH3:51])(=O)C. (3) Given the product [Cl:1][C:2]1[CH:7]=[CH:6][C:5]([NH:8][C:9]([NH:12][C:13]2[CH:18]=[CH:17][CH:16]=[C:15]([C:19]3[C:20]([CH3:26])([CH3:27])[CH2:21][C:22](=[O:25])[NH:23][N:24]=3)[CH:14]=2)=[O:10])=[C:4]([CH3:11])[CH:3]=1, predict the reactants needed to synthesize it. The reactants are: [Cl:1][C:2]1[CH:7]=[CH:6][C:5]([N:8]=[C:9]=[O:10])=[C:4]([CH3:11])[CH:3]=1.[NH2:12][C:13]1[CH:14]=[C:15]([C:19]2[C:20]([CH3:27])([CH3:26])[CH2:21][C:22](=[O:25])[NH:23][N:24]=2)[CH:16]=[CH:17][CH:18]=1. (4) Given the product [Br:3][C:4]1[CH:5]=[CH:6][C:7]([CH2:8][C@@H:9]([C:28]([OH:30])=[O:29])[NH:10][C:11]([C@H:13]2[CH2:14][CH2:15][C@H:16]([CH2:19][NH:20][C:21]([O:23][C:24]([CH3:27])([CH3:25])[CH3:26])=[O:22])[CH2:17][CH2:18]2)=[O:12])=[CH:32][CH:33]=1, predict the reactants needed to synthesize it. The reactants are: [OH-].[Li+].[Br:3][C:4]1[CH:33]=[CH:32][C:7]([CH2:8][C@@H:9]([C:28]([O:30]C)=[O:29])[NH:10][C:11]([C@H:13]2[CH2:18][CH2:17][C@H:16]([CH2:19][NH:20][C:21]([O:23][C:24]([CH3:27])([CH3:26])[CH3:25])=[O:22])[CH2:15][CH2:14]2)=[O:12])=[CH:6][CH:5]=1.Cl.C(OCC)(=O)C. (5) The reactants are: Cl.[NH2:2][C@H:3]([CH2:15][C:16]1[CH:21]=[CH:20][C:19]([C:22]2[CH:27]=[CH:26][CH:25]=[C:24]([Cl:28])[CH:23]=2)=[CH:18][CH:17]=1)[CH2:4][C:5]([O:7][CH2:8][C:9]1[CH:14]=[CH:13][CH:12]=[CH:11][CH:10]=1)=[O:6].[CH2:29]([O:33][C:34](=[O:40])[CH2:35][CH2:36][C:37](O)=[O:38])[CH2:30][CH2:31][CH3:32].CCN=C=NCCCN(C)C.Cl.CCN(C(C)C)C(C)C.C1C=NC2N(O)N=NC=2C=1. Given the product [CH2:29]([O:33][C:34](=[O:40])[CH2:35][CH2:36][C:37]([NH:2][C@H:3]([CH2:15][C:16]1[CH:17]=[CH:18][C:19]([C:22]2[CH:27]=[CH:26][CH:25]=[C:24]([Cl:28])[CH:23]=2)=[CH:20][CH:21]=1)[CH2:4][C:5]([O:7][CH2:8][C:9]1[CH:10]=[CH:11][CH:12]=[CH:13][CH:14]=1)=[O:6])=[O:38])[CH2:30][CH2:31][CH3:32], predict the reactants needed to synthesize it. (6) Given the product [C:1]([O:5][C:6](=[O:14])[N:7]([CH2:17][CH:16]=[CH2:15])[CH:8]1[CH2:13][CH2:12][CH:11]=[CH:10][CH2:9]1)([CH3:4])([CH3:2])[CH3:3], predict the reactants needed to synthesize it. The reactants are: [C:1]([O:5][C:6](=[O:14])[NH:7][CH:8]1[CH2:13][CH2:12][CH:11]=[CH:10][CH2:9]1)([CH3:4])([CH3:3])[CH3:2].[CH2:15](I)[CH:16]=[CH2:17]. (7) Given the product [CH3:1][O:2][C:3]1[CH:33]=[C:32]([O:34][CH3:35])[CH:31]=[CH:30][C:4]=1[CH2:5][N:6]1[C:11](=[O:12])[C:10]([C:13]([OH:15])=[O:14])=[C:9]([OH:17])[C:8]2[CH2:18][CH2:19][CH2:20][C:21]3[CH:26]=[C:25]([N:27]([CH3:29])[CH3:28])[CH:24]=[CH:23][C:22]=3[C:7]1=2, predict the reactants needed to synthesize it. The reactants are: [CH3:1][O:2][C:3]1[CH:33]=[C:32]([O:34][CH3:35])[CH:31]=[CH:30][C:4]=1[CH2:5][N:6]1[C:11](=[O:12])[C:10]([C:13]([O:15]C)=[O:14])=[C:9]([OH:17])[C:8]2[CH2:18][CH2:19][CH2:20][C:21]3[CH:26]=[C:25]([N:27]([CH3:29])[CH3:28])[CH:24]=[CH:23][C:22]=3[C:7]1=2.[Li+].[I-].Cl.